Predict which catalyst facilitates the given reaction. From a dataset of Catalyst prediction with 721,799 reactions and 888 catalyst types from USPTO. (1) Product: [CH3:1][C:2]12[O:3][CH2:4][C:5]([CH2:10][O:11][CH2:20][C:19]#[CH:18])([CH2:6][O:7]1)[CH2:8][O:9]2. Reactant: [CH3:1][C:2]12[O:9][CH2:8][C:5]([CH2:10][OH:11])([CH2:6][O:7]1)[CH2:4][O:3]2.CS(C)=O.[OH-].[K+].[CH2:18](Br)[C:19]#[CH:20]. The catalyst class is: 22. (2) Product: [Br:1][C:2]1[CH:3]=[C:4]([C@:11]2([CH3:18])[CH2:12][O:13][CH2:14][C:15]([NH2:26])=[N:16]2)[CH:5]=[C:6]([N+:8]([O-:10])=[O:9])[CH:7]=1. The catalyst class is: 547. Reactant: [Br:1][C:2]1[CH:3]=[C:4]([C@@:11]2([CH3:18])[NH:16][C:15](=S)[CH2:14][O:13][CH2:12]2)[CH:5]=[C:6]([N+:8]([O-:10])=[O:9])[CH:7]=1.C(OO)(C)(C)C.[OH-].[NH3:26].[O-]S([O-])(=S)=O.[Na+].[Na+]. (3) Reactant: [CH3:1][O:2][C:3]1[CH:4]=[C:5]2[C:9](=[CH:10][CH:11]=1)[NH:8][C:7](=[O:12])[C:6]2=O.Cl. Product: [CH3:1][O:2][C:3]1[CH:4]=[C:5]2[C:9](=[CH:10][CH:11]=1)[NH:8][C:7](=[O:12])[CH2:6]2. The catalyst class is: 58. (4) Reactant: [CH3:1][O:2][C:3]1[CH:4]=[C:5]([C:11](=NNS(C2C=CC(C)=CC=2)(=O)=O)[CH2:12][C:13]2[CH:18]=[CH:17][C:16]3[O:19][CH2:20][O:21][C:15]=3[CH:14]=2)[CH:6]=[C:7]([O:9][CH3:10])[CH:8]=1.CC(C)([O-])C.[K+].C1(C)C=CC=CC=1. Product: [CH3:10][O:9][C:7]1[CH:6]=[C:5](/[CH:11]=[CH:12]/[C:13]2[CH:18]=[CH:17][C:16]3[O:19][CH2:20][O:21][C:15]=3[CH:14]=2)[CH:4]=[C:3]([O:2][CH3:1])[CH:8]=1. The catalyst class is: 6. (5) Reactant: [NH2:1][C:2]1[C:10]([NH2:11])=[CH:9][CH:8]=[CH:7][C:3]=1[C:4]([OH:6])=[O:5].[CH:12](=O)[C:13]1[CH:18]=[CH:17][CH:16]=[CH:15][CH:14]=1. Product: [C:13]1([C:12]2[NH:1][C:2]3[C:3]([C:4]([OH:6])=[O:5])=[CH:7][CH:8]=[CH:9][C:10]=3[N:11]=2)[CH:18]=[CH:17][CH:16]=[CH:15][CH:14]=1. The catalyst class is: 641. (6) Reactant: Cl[C:2]1[CH:3]=[C:4]2[C:9](=[CH:10][CH:11]=1)[N:8]=[CH:7][C:6]([C:12]([O:14][CH2:15][CH3:16])=[O:13])=[C:5]2[NH:17][C:18]1[CH:23]=[CH:22][C:21]([N:24]2[CH2:29][CH2:28][N:27]([C:30](=[O:33])[CH2:31][CH3:32])[CH2:26][CH2:25]2)=[C:20]([C:34]([F:37])([F:36])[F:35])[CH:19]=1.B(O)O.C([O-])([O-])=O.[Na+].[Na+]. Product: [C:30]([N:27]1[CH2:28][CH2:29][N:24]([C:21]2[CH:22]=[CH:23][C:18]([NH:17][C:5]3[C:4]4[C:9](=[CH:10][CH:11]=[C:2]([C:6]5[CH:7]=[N:8][C:9]6[C:4]([CH:5]=5)=[CH:3][CH:2]=[CH:11][CH:10]=6)[CH:3]=4)[N:8]=[CH:7][C:6]=3[C:12]([O:14][CH2:15][CH3:16])=[O:13])=[CH:19][C:20]=2[C:34]([F:37])([F:35])[F:36])[CH2:25][CH2:26]1)(=[O:33])[CH2:31][CH3:32]. The catalyst class is: 12.